Dataset: Forward reaction prediction with 1.9M reactions from USPTO patents (1976-2016). Task: Predict the product of the given reaction. (1) Given the reactants Br[C:2]1[CH:3]=[C:4]([C:23]([NH2:25])=[O:24])[C:5]2[NH:6][C:7]3[CH:8]=[C:9]([C:15]([N:17]4[CH2:22][CH2:21][O:20][CH2:19][CH2:18]4)=[O:16])[CH:10]=[CH:11][C:12]=3[C:13]=2[N:14]=1.CC1(C)C(C)(C)OB([C:34]2[CH:35]=[C:36]3[C:40](=[CH:41][CH:42]=2)[NH:39][CH:38]=[CH:37]3)O1.[O-]P([O-])([O-])=O.[K+].[K+].[K+].C1(P(C2CCCCC2)C2C=CC=CC=2C2C(OC)=CC=CC=2OC)CCCCC1.C([O-])([O-])=O.[Na+].[Na+], predict the reaction product. The product is: [NH:39]1[C:40]2[C:36](=[CH:35][C:34]([C:2]3[CH:3]=[C:4]([C:23]([NH2:25])=[O:24])[C:5]4[NH:6][C:7]5[CH:8]=[C:9]([C:15]([N:17]6[CH2:18][CH2:19][O:20][CH2:21][CH2:22]6)=[O:16])[CH:10]=[CH:11][C:12]=5[C:13]=4[N:14]=3)=[CH:42][CH:41]=2)[CH:37]=[CH:38]1. (2) Given the reactants Br[C:2]1[CH:11]=[CH:10][C:5]([C:6]([O:8][CH3:9])=[O:7])=[CH:4][C:3]=1[CH2:12][O:13][CH3:14].F[C:16]1[C:17]([CH3:34])=[C:18]([C:16]2[CH:21]=[CH:20][C:19](C(O)=O)=[CH:18][C:17]=2[CH2:34]OC)[CH:19]=[CH:20][CH:21]=1.C1(C)C=CC=CC=1B(O)O.C([O-])([O-])=O.[K+].[K+], predict the reaction product. The product is: [CH3:14][O:13][CH2:12][C:3]1[CH:4]=[C:5]([C:6]([O:8][CH3:9])=[O:7])[CH:10]=[CH:11][C:2]=1[C:16]1[CH:21]=[CH:20][CH:19]=[CH:18][C:17]=1[CH3:34]. (3) Given the reactants [F:1][C:2]([F:14])([F:13])[C:3]1[CH:12]=[CH:11][C:10]2[C:5](=[CH:6][CH:7]=[CH:8][CH:9]=2)[N:4]=1.[N+:15]([O-])([O-:17])=[O:16].[K+], predict the reaction product. The product is: [N+:15]([C:9]1[CH:8]=[CH:7][CH:6]=[C:5]2[C:10]=1[CH:11]=[CH:12][C:3]([C:2]([F:1])([F:13])[F:14])=[N:4]2)([O-:17])=[O:16].